Dataset: Forward reaction prediction with 1.9M reactions from USPTO patents (1976-2016). Task: Predict the product of the given reaction. (1) Given the reactants O[C@:2]1([NH:27]OCC2C3C=CC=CC=3C3C2=CC=CC=3)[C@@H:8]([O:9]C(=O)C)[C@@H:7]([O:13]C(=O)C)[C@@H:6]([C:17](=C=O)[O:18]C(=O)C)[O:5][C@@:3]1([CH:24]([NH2:26])[CH3:25])[OH:4].[OH-].[Na+].C(Cl)Cl, predict the reaction product. The product is: [NH2:26][CH:24]([C@:3]1([O:5][C@H:6]([CH2:17][OH:18])[C@H:7]([OH:13])[C@H:8]([OH:9])[C@H:2]1[NH2:27])[OH:4])[CH3:25]. (2) Given the reactants [Cl:1][CH2:2][CH2:3][CH2:4][CH2:5][CH2:6][CH2:7][OH:8].[Si:9](O[Si:9]([C:12]([CH3:15])([CH3:14])[CH3:13])([CH3:11])[CH3:10])([C:12]([CH3:15])([CH3:14])[CH3:13])([CH3:11])[CH3:10], predict the reaction product. The product is: [C:12]([Si:9]([O:8][CH2:7][CH2:6][CH2:5][CH2:4][CH2:3][CH2:2][Cl:1])([CH3:11])[CH3:10])([CH3:15])([CH3:14])[CH3:13].